The task is: Binary Classification. Given a drug SMILES string, predict its activity (active/inactive) in a high-throughput screening assay against a specified biological target.. This data is from Cav3 T-type calcium channel HTS with 100,875 compounds. (1) The compound is O=C(N1CCN(CC1)c1ccccc1)Cn1c(=O)c2nnn(c2nc1)Cc1ccc(cc1)C. The result is 0 (inactive). (2) The result is 0 (inactive). The compound is Clc1c(C(=O)NNC(=O)c2c(n3cccc3)cccc2)ccc(Cl)c1. (3) The compound is Clc1c(nn(c1)C)C(=O)Nc1sc2c(n1)ccc(Cl)c2. The result is 0 (inactive). (4) The drug is O(c1c(ccc(OC)c1)/C=N\N=C(\N[N+]([O-])=O)N)C. The result is 0 (inactive).